This data is from Catalyst prediction with 721,799 reactions and 888 catalyst types from USPTO. The task is: Predict which catalyst facilitates the given reaction. Reactant: [NH2:1][C:2]1[CH:6]=[C:5]([C:7]2[CH:8]=[N:9][CH:10]=[CH:11][CH:12]=2)[S:4][C:3]=1[C:13]([O:15]C)=[O:14].[OH-].[Li+].Cl. Product: [NH2:1][C:2]1[CH:6]=[C:5]([C:7]2[CH:8]=[N:9][CH:10]=[CH:11][CH:12]=2)[S:4][C:3]=1[C:13]([OH:15])=[O:14]. The catalyst class is: 12.